This data is from Peptide-MHC class II binding affinity with 134,281 pairs from IEDB. The task is: Regression. Given a peptide amino acid sequence and an MHC pseudo amino acid sequence, predict their binding affinity value. This is MHC class II binding data. (1) The peptide sequence is WNTGHDWILADKRPT. The MHC is DRB3_0101 with pseudo-sequence DRB3_0101. The binding affinity (normalized) is 0.481. (2) The peptide sequence is YNREERVRFDSDVGE. The MHC is DRB3_0202 with pseudo-sequence DRB3_0202. The binding affinity (normalized) is 0.240.